From a dataset of Forward reaction prediction with 1.9M reactions from USPTO patents (1976-2016). Predict the product of the given reaction. (1) Given the reactants [CH2:1]([NH:3][C:4]1[N:9]=[C:8]([C:10]2[CH:11]=[C:12]([CH:17]=[CH:18][C:19]=2[CH3:20])[C:13]([O:15]C)=[O:14])[CH:7]=[C:6]([N:21]2[CH2:26][CH2:25][O:24][CH2:23][CH2:22]2)[N:5]=1)[CH3:2].[OH-].[Li+].Cl, predict the reaction product. The product is: [CH2:1]([NH:3][C:4]1[N:9]=[C:8]([C:10]2[CH:11]=[C:12]([CH:17]=[CH:18][C:19]=2[CH3:20])[C:13]([OH:15])=[O:14])[CH:7]=[C:6]([N:21]2[CH2:22][CH2:23][O:24][CH2:25][CH2:26]2)[N:5]=1)[CH3:2]. (2) Given the reactants [C:1]1([C:3](=[CH:5][CH:6]=[CH:7][CH:8]=1)[OH:4])[OH:2].C(O[Si:12](OCC)(OCC)OCC)C, predict the reaction product. The product is: [C:1]1([C:3](=[CH:5][CH:6]=[CH:7][CH:8]=1)[OH:4])[OH:2].[Si:12]. (3) Given the reactants [F:1][C:2]1[CH:3]=[C:4]([CH2:9][C:10]([NH:12][C@H:13]([C:15]([OH:17])=O)[CH3:14])=[O:11])[CH:5]=[C:6]([F:8])[CH:7]=1.[NH2:18][CH:19]([C:24]1[NH:28][N:27]=[N:26][N:25]=1)[C:20]([O:22][CH3:23])=[O:21].N1C(CC(OCC)=O)=NN=N1, predict the reaction product. The product is: [F:8][C:6]1[CH:5]=[C:4]([CH2:9][C:10]([NH:12][C@H:13]([C:15]([NH:18][CH:19]([C:24]2[NH:28][N:27]=[N:26][N:25]=2)[C:20]([O:22][CH3:23])=[O:21])=[O:17])[CH3:14])=[O:11])[CH:3]=[C:2]([F:1])[CH:7]=1. (4) Given the reactants C([O:8][C:9]1[CH:14]=[C:13]([O:15]CC2C=CC=CC=2)[C:12]([C:23]([CH3:25])=[CH2:24])=[CH:11][C:10]=1[C:26]([N:28]1[CH2:36][C:35]2[C:30](=[CH:31][CH:32]=[C:33]([CH2:37][CH:38]=O)[CH:34]=2)[CH2:29]1)=[O:27])C1C=CC=CC=1.[C:40]([O:44][C:45](=[O:52])[C@H:46]([CH2:48][CH:49]([CH3:51])[CH3:50])[NH2:47])([CH3:43])([CH3:42])[CH3:41], predict the reaction product. The product is: [OH:8][C:9]1[CH:14]=[C:13]([OH:15])[C:12]([CH:23]([CH3:24])[CH3:25])=[CH:11][C:10]=1[C:26]([N:28]1[CH2:36][C:35]2[C:30](=[CH:31][CH:32]=[C:33]([CH2:37][CH2:38][NH:47][C@H:46]([C:45]([O:44][C:40]([CH3:43])([CH3:42])[CH3:41])=[O:52])[CH2:48][CH:49]([CH3:50])[CH3:51])[CH:34]=2)[CH2:29]1)=[O:27]. (5) Given the reactants [CH2:1]([N:5]1[C:9](=[O:10])[N:8]([C:11]2[CH:16]=[CH:15][C:14]([N:17]3[CH2:22][CH2:21][N:20]([C:23]4[CH:28]=[CH:27][C:26]([O:29]C)=[CH:25][CH:24]=4)[CH2:19][CH2:18]3)=[CH:13][CH:12]=2)[CH:7]=[N:6]1)[CH2:2][CH2:3][CH3:4], predict the reaction product. The product is: [CH2:1]([N:5]1[C:9](=[O:10])[N:8]([C:11]2[CH:12]=[CH:13][C:14]([N:17]3[CH2:18][CH2:19][N:20]([C:23]4[CH:24]=[CH:25][C:26]([OH:29])=[CH:27][CH:28]=4)[CH2:21][CH2:22]3)=[CH:15][CH:16]=2)[CH:7]=[N:6]1)[CH2:2][CH2:3][CH3:4].